The task is: Predict the reaction yield, written as a fraction of the theoretical maximum amount of product (1.0 means a 100% yield; for example, 0.34 means a 34% yield).. This data is from Reaction yield outcomes from USPTO patents with 853,638 reactions. (1) The reactants are C(Cl)(=O)C(Cl)=O.CS(C)=O.[CH:11]([C:14]1[C:15]([O:32][CH3:33])=[C:16]([C:20]([CH3:31])([CH3:30])[CH2:21][C:22]([C:26]([F:29])([F:28])[F:27])([OH:25])[CH2:23][OH:24])[CH:17]=[CH:18][CH:19]=1)([CH3:13])[CH3:12].C(N(CC)CC)C. The catalyst is ClCCl.O. The product is [OH:25][C:22]([C:26]([F:27])([F:28])[F:29])([CH2:21][C:20]([C:16]1[CH:17]=[CH:18][CH:19]=[C:14]([CH:11]([CH3:13])[CH3:12])[C:15]=1[O:32][CH3:33])([CH3:31])[CH3:30])[CH:23]=[O:24]. The yield is 0.834. (2) The reactants are [CH3:1][C:2]1[C:7]([CH3:8])=[C:6]([OH:9])[C:5]([CH3:10])=[CH:4][C:3]=1[S:11]C#N.[H-].[H-].[H-].[H-].[Li+].[Al+3]. The catalyst is CCOCC.O1CCCC1. The product is [CH3:1][C:2]1[C:7]([CH3:8])=[C:6]([OH:9])[C:5]([CH3:10])=[CH:4][C:3]=1[SH:11]. The yield is 0.900. (3) The reactants are [C:1]([C:5]1[CH:10]=[CH:9][C:8]([N+:11]([O-:13])=[O:12])=[CH:7][C:6]=1[OH:14])([CH3:4])([CH3:3])[CH3:2].[C:15]([O-])([O-])=O.[K+].[K+].CI. The catalyst is CN(C=O)C.O. The product is [C:1]([C:5]1[CH:10]=[CH:9][C:8]([N+:11]([O-:13])=[O:12])=[CH:7][C:6]=1[O:14][CH3:15])([CH3:4])([CH3:2])[CH3:3]. The yield is 0.760.